Predict the reactants needed to synthesize the given product. From a dataset of Full USPTO retrosynthesis dataset with 1.9M reactions from patents (1976-2016). (1) Given the product [C:1]1([P:7](=[O:8])([O-:10])[O-:9])[CH:6]=[CH:5][CH:4]=[CH:3][CH:2]=1.[Zn+2:17], predict the reactants needed to synthesize it. The reactants are: [C:1]1([P:7](=[O:10])([OH:9])[OH:8])[CH:6]=[CH:5][CH:4]=[CH:3][CH:2]=1.O.O.C([O-])(=O)C.[Zn+2:17].C([O-])(=O)C. (2) Given the product [ClH:42].[Cl-:1].[C:7]([C@@H:9]([NH:17][C:18]([CH2:20][N+:21]12[CH2:28][CH2:27][CH:24]([CH2:25][CH2:26]1)[C@H:23]([NH:29][C:30]([NH2:43])=[N:31][C:32]([C:34]1[C:39]([NH2:40])=[N:38][C:37]([NH2:41])=[C:36]([Cl:42])[N:35]=1)=[O:33])[CH2:22]2)=[O:19])[CH2:10][C:11]1[CH:12]=[CH:13][CH:14]=[CH:15][CH:16]=1)([OH:8])=[O:6], predict the reactants needed to synthesize it. The reactants are: [Cl-:1].C([O:6][C:7]([C@@H:9]([NH:17][C:18]([CH2:20][N+:21]12[CH2:28][CH2:27][CH:24]([CH2:25][CH2:26]1)[C@H:23]([NH:29][C:30]([NH2:43])=[N:31][C:32]([C:34]1[C:39]([NH2:40])=[N:38][C:37]([NH2:41])=[C:36]([Cl:42])[N:35]=1)=[O:33])[CH2:22]2)=[O:19])[CH2:10][C:11]1[CH:16]=[CH:15][CH:14]=[CH:13][CH:12]=1)=[O:8])(C)(C)C.Cl. (3) Given the product [CH3:20][C:22]1[S:23][C:24]([C:30]2[CH:35]=[CH:34][CH:33]=[CH:32][C:31]=2[CH3:36])=[C:25]([C:27]([N:3]2[CH2:4][C@H:5]3[C@H:1]([CH2:6]3)[C@H:2]2[CH2:7][NH:8][C:9]([C:11]2[N:18]3[C:14]([S:15][CH:16]=[CH:17]3)=[N:13][C:12]=2[CH3:19])=[O:10])=[O:28])[N:26]=1, predict the reactants needed to synthesize it. The reactants are: [C@H:1]12[CH2:6][C@H:5]1[CH2:4][NH:3][C@@H:2]2[CH2:7][NH:8][C:9]([C:11]1[N:18]2[C:14]([S:15][CH:16]=[CH:17]2)=[N:13][C:12]=1[CH3:19])=[O:10].[CH2:20]([C:22]1[S:23][C:24]([C:30]2[CH:35]=[CH:34][CH:33]=[CH:32][C:31]=2[CH3:36])=[C:25]([C:27](O)=[O:28])[N:26]=1)C.